This data is from Full USPTO retrosynthesis dataset with 1.9M reactions from patents (1976-2016). The task is: Predict the reactants needed to synthesize the given product. Given the product [OH:3][CH2:4][C@@H:5]([NH:6][C:7](=[O:8])[O:9][C:10]([CH3:12])([CH3:11])[CH3:13])[CH2:14][C@H:15]1[CH2:21][CH2:20][CH2:19][CH2:18][O:17][CH2:16]1, predict the reactants needed to synthesize it. The reactants are: CC1(C)[N:6]([C:7]([O:9][C:10]([CH3:13])([CH3:12])[CH3:11])=[O:8])[C@@H:5]([CH2:14][C@H:15]2[CH2:21][CH2:20][CH2:19][CH2:18][O:17][CH2:16]2)[CH2:4][O:3]1.CC1C=CC(S(O)(=O)=O)=CC=1.